This data is from Full USPTO retrosynthesis dataset with 1.9M reactions from patents (1976-2016). The task is: Predict the reactants needed to synthesize the given product. Given the product [Cl:1][C:2]1[CH:3]=[CH:4][C:5]([CH2:8][C:9]2[C:15]([CH3:16])=[N:23][C:24]3[N:25]([N:26]=[CH:27][C:28]=3[C:29]([O:31][CH2:32][CH3:33])=[O:30])[C:10]=2[OH:12])=[CH:6][CH:7]=1, predict the reactants needed to synthesize it. The reactants are: [Cl:1][C:2]1[CH:7]=[CH:6][C:5]([CH2:8][CH:9]([C:15](=O)[CH2:16]C(OCC)=O)[C:10]([O:12]CC)=O)=[CH:4][CH:3]=1.[NH2:23][C:24]1[C:28]([C:29]([O:31][CH2:32][CH3:33])=[O:30])=[CH:27][NH:26][N:25]=1.P(=O)(O)(O)O.O.